This data is from Peptide-MHC class I binding affinity with 185,985 pairs from IEDB/IMGT. The task is: Regression. Given a peptide amino acid sequence and an MHC pseudo amino acid sequence, predict their binding affinity value. This is MHC class I binding data. (1) The peptide sequence is DLKRIGASL. The MHC is HLA-B48:01 with pseudo-sequence HLA-B48:01. The binding affinity (normalized) is 0.0847. (2) The peptide sequence is FHNNWGATL. The MHC is HLA-B08:01 with pseudo-sequence HLA-B08:01. The binding affinity (normalized) is 0.0847. (3) The peptide sequence is LSDAARLFL. The MHC is HLA-A23:01 with pseudo-sequence HLA-A23:01. The binding affinity (normalized) is 0.0847. (4) The peptide sequence is YLQAKSQVL. The MHC is BoLA-T2C with pseudo-sequence BoLA-T2C. The binding affinity (normalized) is 0.674. (5) The peptide sequence is IYQYYYAL. The MHC is HLA-A02:03 with pseudo-sequence HLA-A02:03. The binding affinity (normalized) is 0.218.